This data is from HIV replication inhibition screening data with 41,000+ compounds from the AIDS Antiviral Screen. The task is: Binary Classification. Given a drug SMILES string, predict its activity (active/inactive) in a high-throughput screening assay against a specified biological target. The molecule is O=c1oc2ccccc2c(O)c1C(c1cc(OCc2ccccc2)cc(OCc2ccccc2)c1)c1c(O)c2ccccc2oc1=O. The result is 0 (inactive).